From a dataset of PAMPA (Parallel Artificial Membrane Permeability Assay) permeability data from NCATS. Regression/Classification. Given a drug SMILES string, predict its absorption, distribution, metabolism, or excretion properties. Task type varies by dataset: regression for continuous measurements (e.g., permeability, clearance, half-life) or binary classification for categorical outcomes (e.g., BBB penetration, CYP inhibition). Dataset: pampa_ncats. The drug is CCCCN(C)C(=O)C1=C(SC2=C1C(=O)N(C=C2)CCC)C. The result is 1 (high permeability).